From a dataset of Peptide-MHC class I binding affinity with 185,985 pairs from IEDB/IMGT. Regression. Given a peptide amino acid sequence and an MHC pseudo amino acid sequence, predict their binding affinity value. This is MHC class I binding data. The peptide sequence is SRWPITHLHT. The MHC is HLA-B27:05 with pseudo-sequence HLA-B27:05. The binding affinity (normalized) is 0.399.